This data is from Catalyst prediction with 721,799 reactions and 888 catalyst types from USPTO. The task is: Predict which catalyst facilitates the given reaction. (1) Reactant: [Na].[CH3:2][C:3]1[C:4]([CH2:15][S@:16]([C:18]2[NH:22][C:21]3[CH:23]=[CH:24][CH:25]=[CH:26][C:20]=3[N:19]=2)=[O:17])=[N:5][CH:6]=[CH:7][C:8]=1[O:9][CH2:10][C:11]([F:14])([F:13])[F:12].[I-].[Li+].Cl[CH:30]1[CH2:34][O:33][C:32](=[O:35])[O:31]1.C(OCC)(=O)C. Product: [CH3:2][C:3]1[C:4]([CH2:15][S@:16]([C:18]2[N:19]([CH:30]3[CH2:34][O:33][C:32](=[O:35])[O:31]3)[C:20]3[CH:26]=[CH:25][CH:24]=[CH:23][C:21]=3[N:22]=2)=[O:17])=[N:5][CH:6]=[CH:7][C:8]=1[O:9][CH2:10][C:11]([F:14])([F:12])[F:13]. The catalyst class is: 453. (2) Reactant: [CH3:1][O:2][C:3]1[CH:4]=[C:5]2[C:10](=[CH:11][CH:12]=1)[CH2:9][NH:8][CH2:7][CH2:6]2.C(N(CC)CC)C.[C:20](O[C:20]([O:22][C:23]([CH3:26])([CH3:25])[CH3:24])=[O:21])([O:22][C:23]([CH3:26])([CH3:25])[CH3:24])=[O:21].O. Product: [CH3:1][O:2][C:3]1[CH:4]=[C:5]2[C:10](=[CH:11][CH:12]=1)[CH2:9][N:8]([C:20]([O:22][C:23]([CH3:26])([CH3:25])[CH3:24])=[O:21])[CH2:7][CH2:6]2. The catalyst class is: 4. (3) Reactant: [NH2:1][C:2]1[CH:3]=[CH:4][C:5]([Cl:22])=[C:6]([CH:21]=1)[C:7]([NH:9][CH2:10][C:11]12[CH2:20][CH:15]3[CH2:16][CH:17]([CH2:19][CH:13]([CH2:14]3)[CH2:12]1)[CH2:18]2)=[O:8].[Cl:23][CH2:24][CH:25]=O.Cl.C([BH3-])#N.[Na+]. Product: [Cl:22][C:5]1[CH:4]=[CH:3][C:2]([NH:1][CH2:25][CH2:24][Cl:23])=[CH:21][C:6]=1[C:7]([NH:9][CH2:10][C:11]12[CH2:12][CH:13]3[CH2:19][CH:17]([CH2:16][CH:15]([CH2:14]3)[CH2:20]1)[CH2:18]2)=[O:8]. The catalyst class is: 5.